This data is from Catalyst prediction with 721,799 reactions and 888 catalyst types from USPTO. The task is: Predict which catalyst facilitates the given reaction. Reactant: C1(C)C=CC(S(O[CH2:11][CH:12]2[CH2:21][N:20]3[C:16](=[N:17][C:18]4[CH:25]=[CH:24][CH:23]=[CH:22][C:19]=43)[C:15]3[CH:26]=[CH:27][CH:28]=[CH:29][C:14]=3[O:13]2)(=O)=O)=CC=1.[H-].[H-].[H-].[H-].[Li+].[Al+3]. Product: [CH3:11][CH:12]1[CH2:21][N:20]2[C:16](=[N:17][C:18]3[CH:25]=[CH:24][CH:23]=[CH:22][C:19]=32)[C:15]2[CH:26]=[CH:27][CH:28]=[CH:29][C:14]=2[O:13]1. The catalyst class is: 1.